The task is: Predict the reactants needed to synthesize the given product.. This data is from Full USPTO retrosynthesis dataset with 1.9M reactions from patents (1976-2016). Given the product [Cl:1][C:2]1[C:3]([F:10])=[C:4]([O:8][CH3:9])[CH:5]=[CH:6][C:7]=1[CH:19]=[O:20], predict the reactants needed to synthesize it. The reactants are: [Cl:1][C:2]1[C:3]([F:10])=[C:4]([O:8][CH3:9])[CH:5]=[CH:6][CH:7]=1.C([Li])CCC.CN([CH:19]=[O:20])C.Cl.